From a dataset of Full USPTO retrosynthesis dataset with 1.9M reactions from patents (1976-2016). Predict the reactants needed to synthesize the given product. (1) Given the product [N:29]1[CH:30]=[CH:31][C:26]([C:25]([NH:6][C@H:5]([C:4]([OH:3])=[O:24])[CH2:7][C:8]2[CH:13]=[CH:12][C:11]([O:14][CH2:15][C:16]3[C:21]([Cl:22])=[CH:20][CH:19]=[CH:18][C:17]=3[Cl:23])=[CH:10][CH:9]=2)=[O:32])=[CH:27][CH:28]=1, predict the reactants needed to synthesize it. The reactants are: Cl.C[O:3][C:4](=[O:24])[C@H:5]([CH2:7][C:8]1[CH:13]=[CH:12][C:11]([O:14][CH2:15][C:16]2[C:21]([Cl:22])=[CH:20][CH:19]=[CH:18][C:17]=2[Cl:23])=[CH:10][CH:9]=1)[NH2:6].[C:25](O)(=[O:32])[C:26]1[CH:31]=[CH:30][N:29]=[CH:28][CH:27]=1. (2) Given the product [F:15][B-:14]([F:18])([F:17])[F:16].[Cl:1][C:2]1[CH:11]=[C:10]2[C:5]([CH:6]=[CH:7][CH:8]=[C:9]2[N+:12]#[N:19])=[CH:4][CH:3]=1, predict the reactants needed to synthesize it. The reactants are: [Cl:1][C:2]1[CH:11]=[C:10]2[C:5]([CH:6]=[CH:7][CH:8]=[C:9]2[NH2:12])=[CH:4][CH:3]=1.[H+].[B-:14]([F:18])([F:17])([F:16])[F:15].[N:19]([O-])=O.[Na+]. (3) Given the product [Br:1][C:2]1[CH:11]=[CH:10][C:9]2[N:8]=[C:7]([NH:34][C:31]3[CH:32]=[C:33]4[C:28]([CH:27]=[N:26][NH:25]4)=[CH:29][CH:30]=3)[C:6]3=[N:13][NH:14][CH:15]=[C:5]3[C:4]=2[CH:3]=1, predict the reactants needed to synthesize it. The reactants are: [Br:1][C:2]1[CH:11]=[CH:10][C:9]2[N:8]=[C:7](Cl)[C:6]3=[N:13][N:14](CC4C=CC(OC)=CC=4)[CH:15]=[C:5]3[C:4]=2[CH:3]=1.[NH:25]1[C:33]2[C:28](=[CH:29][CH:30]=[C:31]([NH2:34])[CH:32]=2)[CH:27]=[N:26]1.Cl. (4) Given the product [CH:1]1([CH2:4][N:5]2[C:9]([CH3:10])=[C:8]([CH2:11][C:12]3[CH:17]=[CH:16][C:15]([O:18][CH:19]([CH3:21])[CH3:20])=[CH:14][CH:13]=3)[C:7]([O:22][C@@H:23]3[O:31][C@H:30]([CH2:32][O:33][C:34](=[O:37])[CH2:35][CH3:36])[C@@H:28]([OH:29])[C@H:26]([OH:27])[C@H:24]3[OH:25])=[N:6]2)[CH2:3][CH2:2]1, predict the reactants needed to synthesize it. The reactants are: [CH:1]1([CH2:4][N:5]2[C:9]([CH3:10])=[C:8]([CH2:11][C:12]3[CH:17]=[CH:16][C:15]([O:18][CH:19]([CH3:21])[CH3:20])=[CH:14][CH:13]=3)[C:7]([O:22][C@@H:23]3[O:31][C@H:30]([CH2:32][OH:33])[C@@H:28]([OH:29])[C@H:26]([OH:27])[C@H:24]3[OH:25])=[N:6]2)[CH2:3][CH2:2]1.[C:34](Cl)(=[O:37])[CH2:35][CH3:36].O.C(O)(=O)CC(CC(O)=O)(C(O)=O)O.O. (5) Given the product [O:1]1[C:16]2[CH:15]=[CH:14][CH:13]=[CH:20][C:17]=2[C:18]([NH2:19])=[N:2]1, predict the reactants needed to synthesize it. The reactants are: [OH:1][NH:2]C(=O)C.CC(C)([O-])C.[K+].Cl[C:13]1[C:14](COC2C=CC(Cl)=C(Cl)C=2)=[CH:15][C:16](F)=[C:17]([CH:20]=1)[C:18]#[N:19]. (6) Given the product [CH2:15]([CH:22]1[CH2:27][CH2:26][N:25]([CH2:2][C:3]([NH:5][C:6]2[CH:11]=[CH:10][CH:9]=[C:8]([N+:12]([O-:14])=[O:13])[CH:7]=2)=[O:4])[CH2:24][CH2:23]1)[C:16]1[CH:21]=[CH:20][CH:19]=[CH:18][CH:17]=1, predict the reactants needed to synthesize it. The reactants are: Cl[CH2:2][C:3]([NH:5][C:6]1[CH:11]=[CH:10][CH:9]=[C:8]([N+:12]([O-:14])=[O:13])[CH:7]=1)=[O:4].[CH2:15]([CH:22]1[CH2:27][CH2:26][NH:25][CH2:24][CH2:23]1)[C:16]1[CH:21]=[CH:20][CH:19]=[CH:18][CH:17]=1. (7) Given the product [I-:15].[CH2:26]([N+:11]1[CH:10]=[CH:9][C:8]2[CH2:7][CH2:6][C@@H:5]3[CH2:4][CH2:3][N:2]([CH3:1])[C@@H:14]3[C:13]=2[CH:12]=1)[CH2:25][CH2:24][CH2:23][CH2:22][CH2:21][CH2:20][CH2:19][CH2:18][CH2:17][CH2:16][CH3:27], predict the reactants needed to synthesize it. The reactants are: [CH3:1][N:2]1[C@H:14]2[C@H:5]([CH2:6][CH2:7][C:8]3[CH:9]=[CH:10][N:11]=[CH:12][C:13]=32)[CH2:4][CH2:3]1.[I:15][CH2:16][CH2:17][CH2:18][CH2:19][CH2:20][CH2:21][CH2:22][CH2:23][CH2:24][CH2:25][CH3:26].[CH3:27]C(O)=O. (8) Given the product [CH2:1]([C@@:3]12[C@@:14]([CH2:16][CH2:17][C:18]3[C:23]([CH2:24][C:25]([OH:27])=[O:26])=[C:22]([F:30])[CH:21]=[CH:20][N:19]=3)([OH:15])[CH2:13][CH2:12][C:11]1=[CH:10][C:9]1[N:8]([C:31]3[CH:36]=[CH:35][C:34]([F:37])=[CH:33][CH:32]=3)[N:7]=[CH:6][C:5]=1[CH2:4]2)[CH3:2], predict the reactants needed to synthesize it. The reactants are: [CH2:1]([C@@:3]12[C@@:14]([CH2:16][CH2:17][C:18]3[C:23]([CH2:24][C:25]([O:27]CC)=[O:26])=[C:22]([F:30])[CH:21]=[CH:20][N:19]=3)([OH:15])[CH2:13][CH2:12][C:11]1=[CH:10][C:9]1[N:8]([C:31]3[CH:36]=[CH:35][C:34]([F:37])=[CH:33][CH:32]=3)[N:7]=[CH:6][C:5]=1[CH2:4]2)[CH3:2].[OH-].[Na+].